Task: Predict the product of the given reaction.. Dataset: Forward reaction prediction with 1.9M reactions from USPTO patents (1976-2016) (1) Given the reactants [Cl:1][C:2]1[N:7]=[C:6]([N:8]([CH3:13])[S:9]([CH3:12])(=[O:11])=[O:10])[C:5]([F:14])=[C:4](Cl)[N:3]=1.[CH3:16][C:17]1[NH:21][N:20]=[C:19]([NH2:22])[CH:18]=1.CCN(C(C)C)C(C)C, predict the reaction product. The product is: [Cl:1][C:2]1[N:7]=[C:6]([N:8]([CH3:13])[S:9]([CH3:12])(=[O:11])=[O:10])[C:5]([F:14])=[C:4]([NH:22][C:19]2[CH:18]=[C:17]([CH3:16])[NH:21][N:20]=2)[N:3]=1. (2) Given the reactants [CH3:1][C:2]1[C:7]([C:8]([O:10][CH2:11][CH3:12])=[O:9])=[C:6]([CH3:13])[CH:5]=[CH:4][N:3]=1.[Cl:14]N1C(=O)N(Cl)C(=O)N(Cl)C1=O, predict the reaction product. The product is: [Cl:14][CH2:1][C:2]1[N:3]=[CH:4][CH:5]=[C:6]([CH3:13])[C:7]=1[C:8]([O:10][CH2:11][CH3:12])=[O:9]. (3) Given the reactants [NH:1]1[CH2:6][CH2:5][O:4][CH2:3][CH2:2]1.Br[CH2:8][CH2:9][CH2:10][Cl:11], predict the reaction product. The product is: [Cl:11][CH2:10][CH2:9][CH2:8][N:1]1[CH2:6][CH2:5][O:4][CH2:3][CH2:2]1. (4) Given the reactants C(OC(=O)[N:7]([CH2:17][C:18]1[CH:23]=[CH:22][CH:21]=[CH:20][C:19]=1[Cl:24])[C:8]1[CH:13]=[CH:12][C:11]([CH:14]=O)=[C:10]([F:16])[N:9]=1)(C)(C)C.I[C:27]1[C:35]2[C:30](=[N:31][CH:32]=[C:33]([O:36][CH3:37])[CH:34]=2)[N:29]([Si](C(C)C)(C(C)C)C(C)C)[CH:28]=1, predict the reaction product. The product is: [Cl:24][C:19]1[CH:20]=[CH:21][CH:22]=[CH:23][C:18]=1[CH2:17][NH:7][C:8]1[CH:13]=[CH:12][C:11]([CH2:14][C:27]2[C:35]3[C:30](=[N:31][CH:32]=[C:33]([O:36][CH3:37])[CH:34]=3)[NH:29][CH:28]=2)=[C:10]([F:16])[N:9]=1. (5) Given the reactants [CH3:1][O:2][CH2:3][CH:4]([NH:6][C:7]([C:9]1[CH:10]=[C:11]([C:18]2[CH:23]=[CH:22][C:21]([CH3:24])=[CH:20][CH:19]=2)[CH:12]=[C:13]([N+:15]([O-])=O)[CH:14]=1)=[O:8])[CH3:5].Cl[Sn]Cl, predict the reaction product. The product is: [CH3:1][O:2][CH2:3][CH:4]([NH:6][C:7]([C:9]1[CH:10]=[C:11]([C:18]2[CH:19]=[CH:20][C:21]([CH3:24])=[CH:22][CH:23]=2)[CH:12]=[C:13]([NH2:15])[CH:14]=1)=[O:8])[CH3:5]. (6) Given the reactants [NH2:1][C:2]1[CH:9]=[CH:8][CH:7]=[C:6]([O:10][CH3:11])[C:3]=1[C:4]#[N:5].O=[C:13]([CH3:20])[CH2:14][C:15]([O:17][CH2:18][CH3:19])=[O:16], predict the reaction product. The product is: [CH2:18]([O:17][C:15]([C:14]1[C:13]([CH3:20])=[N:1][C:2]2[C:3]([C:4]=1[NH2:5])=[C:6]([O:10][CH3:11])[CH:7]=[CH:8][CH:9]=2)=[O:16])[CH3:19]. (7) Given the reactants O=[C:2]1[C:7]([C:8]([O:10][CH3:11])=[O:9])=[CH:6][CH:5]=[CH:4][O:3]1.[F:12][C:13]1[CH:20]=[CH:19][C:16]([CH2:17][NH2:18])=[CH:15][CH:14]=1.CCN=C=NCCCN(C)C, predict the reaction product. The product is: [F:12][C:13]1[CH:20]=[CH:19][C:16]([CH2:17][N:18]2[CH:4]=[CH:5][CH:6]=[C:7]([C:8]([O:10][CH3:11])=[O:9])[C:2]2=[O:3])=[CH:15][CH:14]=1. (8) Given the reactants [N+:1]([C:4]1[CH:25]=[CH:24][C:7]([O:8][C:9]2[CH:14]=[CH:13][N:12]=[C:11]([NH:15][C:16]([N:18]3[CH2:23][CH2:22][O:21][CH2:20][CH2:19]3)=[O:17])[CH:10]=2)=[CH:6][CH:5]=1)([O-])=O.[Cl-].[NH4+].C(OCC)(=O)C.O1CCCC1.CCCCCC, predict the reaction product. The product is: [NH2:1][C:4]1[CH:25]=[CH:24][C:7]([O:8][C:9]2[CH:14]=[CH:13][N:12]=[C:11]([NH:15][C:16]([N:18]3[CH2:19][CH2:20][O:21][CH2:22][CH2:23]3)=[O:17])[CH:10]=2)=[CH:6][CH:5]=1. (9) Given the reactants [OH:1][CH2:2][C:3]1[N:7]([CH2:8][CH2:9][CH2:10][C:11]([F:14])([F:13])[F:12])[C:6]2[CH:15]=[CH:16][C:17]([C:19]#[N:20])=[CH:18][C:5]=2[N:4]=1.CO.Cl.C([O-])([O-])=O.[Na+].[Na+], predict the reaction product. The product is: [NH2:20][CH2:19][C:17]1[CH:16]=[CH:15][C:6]2[N:7]([CH2:8][CH2:9][CH2:10][C:11]([F:14])([F:13])[F:12])[C:3]([CH2:2][OH:1])=[N:4][C:5]=2[CH:18]=1.